Dataset: Full USPTO retrosynthesis dataset with 1.9M reactions from patents (1976-2016). Task: Predict the reactants needed to synthesize the given product. (1) Given the product [C:40]([O:39][C:37](=[O:38])[NH:44][CH2:45][C:46]1[CH:47]=[CH:48][C:49]([NH:50][C:18]([C@@H:13]2[CH2:12][CH2:11][C@@H:10]3[CH2:17][N:14]2[C:15](=[O:16])[N:9]3[O:8][CH2:7][C:1]2[CH:2]=[CH:3][CH:4]=[CH:5][CH:6]=2)=[O:20])=[CH:51][CH:52]=1)([CH3:43])([CH3:41])[CH3:42], predict the reactants needed to synthesize it. The reactants are: [C:1]1([CH2:7][O:8][N:9]2[C:15](=[O:16])[N:14]3[CH2:17][C@H:10]2[CH2:11][CH2:12][C@H:13]3[C:18]([OH:20])=O)[CH:6]=[CH:5][CH:4]=[CH:3][CH:2]=1.C(N(CC)CC)C.[I-].ClC1C=CC=C[N+]=1C.[C:37]([NH:44][CH2:45][C:46]1[CH:52]=[CH:51][C:49]([NH2:50])=[CH:48][CH:47]=1)([O:39][C:40]([CH3:43])([CH3:42])[CH3:41])=[O:38]. (2) Given the product [NH2:21][C:3]1[CH:4]=[C:5]([CH:19]=[CH:20][C:2]=1[NH2:1])[O:6][CH2:7][CH2:8][N:9]1[CH2:18][CH2:17][C:16]2[C:11](=[CH:12][CH:13]=[CH:14][CH:15]=2)[CH2:10]1, predict the reactants needed to synthesize it. The reactants are: [NH2:1][C:2]1[CH:20]=[CH:19][C:5]([O:6][CH2:7][CH2:8][N:9]2[CH2:18][CH2:17][C:16]3[C:11](=[CH:12][CH:13]=[CH:14][CH:15]=3)[CH2:10]2)=[CH:4][C:3]=1[N+:21]([O-])=O. (3) Given the product [CH2:23]([O:25][C:26]1[CH:31]=[CH:30][C:29]([CH2:32][C:33]([OH:35])=[O:34])=[CH:28][C:27]=1[O:12][CH2:11][CH2:10][CH2:9][C:8]1[C:4]([CH2:1][CH2:2][CH3:3])=[N:5][N:6]([C:13]2[CH:18]=[CH:17][C:16]([C:19]([F:21])([F:20])[F:22])=[CH:15][N:14]=2)[CH:7]=1)[CH3:24], predict the reactants needed to synthesize it. The reactants are: [CH2:1]([C:4]1[C:8]([CH2:9][CH2:10][CH2:11][OH:12])=[CH:7][N:6]([C:13]2[CH:18]=[CH:17][C:16]([C:19]([F:22])([F:21])[F:20])=[CH:15][N:14]=2)[N:5]=1)[CH2:2][CH3:3].[CH2:23]([O:25][C:26]1[CH:31]=[CH:30][C:29]([CH2:32][C:33]([O:35]C)=[O:34])=[CH:28][C:27]=1O)[CH3:24].C(P(CCCC)CCCC)CCC.N(C(N1CCCCC1)=O)=NC(N1CCCCC1)=O. (4) Given the product [CH3:33][C:32]1[CH:31]=[C:30]([CH3:34])[NH:29][C:28](=[O:35])[C:27]=1[CH2:26][NH:25][C:7](=[O:8])[C:6]1[CH:11]=[CH:12][CH:13]=[C:4]([N:3]([CH2:1][CH3:2])[CH:15]2[CH2:16][CH2:17][C:18]([OH:22])([CH3:21])[CH2:19][CH2:20]2)[C:5]=1[CH3:14], predict the reactants needed to synthesize it. The reactants are: [CH2:1]([N:3]([CH:15]1[CH2:20][CH2:19][C:18]([OH:22])([CH3:21])[CH2:17][CH2:16]1)[C:4]1[C:5]([CH3:14])=[C:6]([CH:11]=[CH:12][CH:13]=1)[C:7](OC)=[O:8])[CH3:2].[OH-].[Na+].[NH2:25][CH2:26][C:27]1[C:28](=[O:35])[NH:29][C:30]([CH3:34])=[CH:31][C:32]=1[CH3:33].C1CN([P+](ON2N=NC3C=CC=CC2=3)(N2CCCC2)N2CCCC2)CC1.F[P-](F)(F)(F)(F)F.C(N(CC)CC)C. (5) The reactants are: [F:1][C:2]1[CH:3]=[C:4]([CH:8]=[CH:9][C:10]=1[O:11][C:12]1[CH:17]=[CH:16][CH:15]=[CH:14][CH:13]=1)[C:5]([OH:7])=O.ON1C2C=CC=CC=2N=N1.Cl.C(N=C=NCCCN(C)C)C.[Si]([O:47][CH2:48][C:49]1[S:53][C:52]([C:54](=[N:56]O)[NH2:55])=[C:51]([CH2:58][CH3:59])[CH:50]=1)(C(C)(C)C)(C)C.[F-].C([N+](CCCC)(CCCC)CCCC)CCC.O1CCCC1. Given the product [CH2:58]([C:51]1[CH:50]=[C:49]([CH2:48][OH:47])[S:53][C:52]=1[C:54]1[N:56]=[C:5]([C:4]2[CH:8]=[CH:9][C:10]([O:11][C:12]3[CH:17]=[CH:16][CH:15]=[CH:14][CH:13]=3)=[C:2]([F:1])[CH:3]=2)[O:7][N:55]=1)[CH3:59], predict the reactants needed to synthesize it.